From a dataset of Catalyst prediction with 721,799 reactions and 888 catalyst types from USPTO. Predict which catalyst facilitates the given reaction. (1) Reactant: C1([CH:7]([NH:19][C:20]2[CH:21]=[CH:22][C:23]([C:26]([OH:28])=O)=[N:24][CH:25]=2)[C:8]2[O:9][C:10]3[CH:17]=[CH:16][C:15]([F:18])=[CH:14][C:11]=3[C:12]=2[CH3:13])CCCCC1.[CH3:29][NH:30][CH2:31][CH2:32][C:33]([O:35][CH2:36][CH3:37])=[O:34].O.ON1[C:44]2[CH:45]=[CH:46][CH:47]=[CH:48][C:43]=2N=N1.Cl.C(N=C=NCCCN(C)C)C.[Cl-].[NH4+]. Product: [CH:43]1([CH:7]([NH:19][C:20]2[CH:21]=[CH:22][C:23]([C:26]([N:30]([CH3:29])[CH2:31][CH2:32][C:33]([O:35][CH2:36][CH3:37])=[O:34])=[O:28])=[N:24][CH:25]=2)[C:8]2[O:9][C:10]3[CH:17]=[CH:16][C:15]([F:18])=[CH:14][C:11]=3[C:12]=2[CH3:13])[CH2:48][CH2:47][CH2:46][CH2:45][CH2:44]1. The catalyst class is: 289. (2) Reactant: [F:1][C:2]1[CH:9]=[C:8]([CH:10]([OH:17])[C:11]2[N:12]([CH3:16])[CH:13]=[N:14][CH:15]=2)[CH:7]=[CH:6][C:3]=1[C:4]#[N:5].CC#N. Product: [F:1][C:2]1[CH:9]=[C:8]([C:10]([C:11]2[N:12]([CH3:16])[CH:13]=[N:14][CH:15]=2)=[O:17])[CH:7]=[CH:6][C:3]=1[C:4]#[N:5]. The catalyst class is: 177. (3) Reactant: C([O:3][C:4](=[O:44])[C:5]([O:8][C:9]1[CH:14]=[CH:13][C:12]([O:15][CH2:16][CH2:17][C:18]2[N:19]=[C:20]([C:24]3[CH:29]=[CH:28][C:27]([C:30]4[CH:35]=[CH:34][CH:33]=[CH:32][CH:31]=4)=[CH:26][CH:25]=3)[O:21][C:22]=2[CH3:23])=[C:11]([CH2:36][CH2:37][C:38]2[CH:43]=[CH:42][CH:41]=[CH:40][CH:39]=2)[CH:10]=1)([CH3:7])[CH3:6])C.[OH-].[Na+]. Product: [C:27]1([C:30]2[CH:31]=[CH:32][CH:33]=[CH:34][CH:35]=2)[CH:26]=[CH:25][C:24]([C:20]2[O:21][C:22]([CH3:23])=[C:18]([CH2:17][CH2:16][O:15][C:12]3[CH:13]=[CH:14][C:9]([O:8][C:5]([CH3:7])([CH3:6])[C:4]([OH:44])=[O:3])=[CH:10][C:11]=3[CH2:36][CH2:37][C:38]3[CH:43]=[CH:42][CH:41]=[CH:40][CH:39]=3)[N:19]=2)=[CH:29][CH:28]=1. The catalyst class is: 8. (4) Reactant: [CH2:1]([C:5]1[CH:10]=[C:9](Cl)[N:8]=[C:7]([S:12][CH3:13])[N:6]=1)[CH2:2][CH:3]=[CH2:4].CCN(C(C)C)C(C)C.[NH:23]1[CH2:28][CH2:27][O:26][CH2:25][CH2:24]1. Product: [CH2:1]([C:5]1[N:6]=[C:7]([S:12][CH3:13])[N:8]=[C:9]([N:23]2[CH2:28][CH2:27][O:26][CH2:25][CH2:24]2)[CH:10]=1)[CH2:2][CH:3]=[CH2:4]. The catalyst class is: 12. (5) Reactant: Br[C:2]1[CH:3]=[C:4]([C:14]([OH:16])=[O:15])[CH:5]=[N:6][C:7]=1[O:8][CH2:9][C:10]([F:13])([F:12])[F:11].[Cl:17][C:18]1[CH:23]=[CH:22][C:21](B(O)O)=[CH:20][C:19]=1[F:27].C(=O)([O-])[O-].[Na+].[Na+].Cl. Product: [Cl:17][C:18]1[CH:23]=[CH:22][C:21]([C:2]2[CH:3]=[C:4]([C:14]([OH:16])=[O:15])[CH:5]=[N:6][C:7]=2[O:8][CH2:9][C:10]([F:13])([F:12])[F:11])=[CH:20][C:19]=1[F:27]. The catalyst class is: 588. (6) Reactant: [OH:1][N:2]=[C:3]([C:5]1[S:6][CH:7]=[C:8]([CH2:10][O:11][CH2:12][O:13][CH2:14][CH2:15][Si:16]([CH3:19])([CH3:18])[CH3:17])[N:9]=1)[NH2:4].[CH3:20][O:21][C:22](=[O:30])[C:23]([CH3:29])([CH3:28])[CH2:24][C:25](O)=[O:26].CN(C(ON1N=NC2C=CC=NC1=2)=[N+](C)C)C.F[P-](F)(F)(F)(F)F.CCN(C(C)C)C(C)C. Product: [NH2:4][C:3](=[N:2][O:1][C:25](=[O:26])[CH2:24][C:23]([CH3:29])([CH3:28])[C:22]([O:21][CH3:20])=[O:30])[C:5]1[S:6][CH:7]=[C:8]([CH2:10][O:11][CH2:12][O:13][CH2:14][CH2:15][Si:16]([CH3:19])([CH3:18])[CH3:17])[N:9]=1. The catalyst class is: 18. (7) Reactant: [Cl:1][C:2]1[CH:7]=[CH:6][C:5]([C:8]2[C:9]([C:19](=O)[CH3:20])=[CH:10][C:11]3[O:17][CH2:16][CH2:15][CH2:14][O:13][C:12]=3[CH:18]=2)=[CH:4][CH:3]=1.C([O:24][C:25]([C:27]1[CH:50]=[CH:49][C:30]2[N:31]([CH:43]3[CH2:48][CH2:47][CH2:46][CH2:45][CH2:44]3)[C:32]([C:34]3[CH:39]=[CH:38][C:37]([NH2:40])=[C:36]([CH:41]=O)[CH:35]=3)=[N:33][C:29]=2[CH:28]=1)=[O:26])C.[OH-].[K+].Cl. Product: [Cl:1][C:2]1[CH:3]=[CH:4][C:5]([C:8]2[C:9]([C:19]3[CH:20]=[CH:41][C:36]4[C:37](=[CH:38][CH:39]=[C:34]([C:32]5[N:31]([CH:43]6[CH2:44][CH2:45][CH2:46][CH2:47][CH2:48]6)[C:30]6[CH:49]=[CH:50][C:27]([C:25]([OH:26])=[O:24])=[CH:28][C:29]=6[N:33]=5)[CH:35]=4)[N:40]=3)=[CH:10][C:11]3[O:17][CH2:16][CH2:15][CH2:14][O:13][C:12]=3[CH:18]=2)=[CH:6][CH:7]=1. The catalyst class is: 8.